This data is from Experimentally validated miRNA-target interactions with 360,000+ pairs, plus equal number of negative samples. The task is: Binary Classification. Given a miRNA mature sequence and a target amino acid sequence, predict their likelihood of interaction. (1) The miRNA is mmu-miR-302a-3p with sequence UAAGUGCUUCCAUGUUUUGGUGA. The protein sequence of the target gene is MASGQFVNKLQEEVICPICLDILQKPVTIDCGHNFCLKCITQIGETSCGFFKCPLCKTSVRKNAIRFNSLLRNLVEKIQALQASEVQSKRKEATCPRHQEMFHYFCEDDGKFLCFVCRESKDHKSHNVSLIEEAAQNYQGQIQEQIQVLQQKEKETVQVKAQGVHRVDVFTDQVEHEKQRILTEFELLHQVLEEEKNFLLSRIYWLGHEGTEAGKHYVASTEPQLNDLKKLVDSLKTKQNMPPRQLLEDIKVVLCRSEEFQFLNPTPVPLELEKKLSEAKSRHDSITGSLKKFKDQLQAD.... Result: 0 (no interaction). (2) The miRNA is hsa-miR-1321 with sequence CAGGGAGGUGAAUGUGAU. The protein sequence of the target gene is MSGNGGAATTAEENGSKMRVIRVGTRKSQLARIQTDTVVAMLKALYPGIQFEIIAMSTTGDKILDTALSKIGEKSLFTKELENALEKNEVDLVVHSLKDVPTILPPGFTIGAICKRENPCDAVVFHPKFIGKTLETLPEKSAVGTSSLRRVAQLQRKFPHLEFKSIRGNLNTRLRKLDELQEFSAIVLAVAGLQRMGWQNRVGQILHPEECMYAVGQGALAVEVRAKDQDILDLVSVLHDPETLLRCIAERAFLRHLEGGCSVPVAVHTVMKDGQLYLTGGVWSLDGSDSMQETMQATIQ.... Result: 0 (no interaction). (3) The miRNA is mmu-miR-466l-3p with sequence UAUAAAUACAUGCACACAUAUU. The protein sequence of the target gene is MSNGYEDHMAEDCRDDIGRTNLIVNYLPQNMTQEELRSLFSSIGEVESAKLIRDKVAGHSLGYGFVNYVTAKDAERAISTLNGLRLQSKTIKVSYARPSSEVIKDANLYISGLPRTMTQKDVEDMFSRFGRIINSRVLVDQTTGLSRGVAFIRFDKRSEAEEAITSFNGHKPPGSSEPITVKFAANPNQNKNMALLSQLYHSPARRFGGPVHHQAQRFRFSPMGVDHMSGISGVNVPGNASSGWCIFIYNLGQDADEGILWQMFGPFGAVTNVKVIRDFNTNKCKGFGFVTMTNYEEAAM.... Result: 1 (interaction).